From a dataset of Catalyst prediction with 721,799 reactions and 888 catalyst types from USPTO. Predict which catalyst facilitates the given reaction. (1) Reactant: [CH:1]([C:3]1[CH:4]=[C:5](B(O)O)[CH:6]=[CH:7][C:8]=1[O:9][CH3:10])=[O:2].Cl[C:15]1[CH:20]=[CH:19][N:18]=[C:17]([CH3:21])[CH:16]=1.C(=O)([O-])[O-].[K+].[K+]. Product: [CH3:10][O:9][C:8]1[CH:7]=[CH:6][C:5]([C:15]2[CH:20]=[CH:19][N:18]=[C:17]([CH3:21])[CH:16]=2)=[CH:4][C:3]=1[CH:1]=[O:2]. The catalyst class is: 108. (2) Reactant: [NH2:1][C:2]1[CH:3]=[CH:4][C:5]([OH:15])=[N:6][C:7]=1[NH:8][CH:9]1[CH2:14][CH2:13][CH2:12][CH2:11][CH2:10]1.[C:16](OC)(OC)(OC)[CH3:17]. Product: [CH:9]1([N:8]2[C:7]3=[N:6][C:5]([OH:15])=[CH:4][CH:3]=[C:2]3[N:1]=[C:16]2[CH3:17])[CH2:14][CH2:13][CH2:12][CH2:11][CH2:10]1. The catalyst class is: 67. (3) Product: [CH:22]([N:18]1[C:17]([C:11]2[S:12][C:13]3[CH2:14][CH2:15][O:16][C:7]4[CH:6]=[C:5]([CH2:3][OH:2])[CH:26]=[CH:25][C:8]=4[C:9]=3[N:10]=2)=[N:21][CH:20]=[N:19]1)([CH3:24])[CH3:23]. Reactant: C[O:2][C:3]([C:5]1[CH:26]=[CH:25][C:8]2[C:9]3[N:10]=[C:11]([C:17]4[N:18]([CH:22]([CH3:24])[CH3:23])[N:19]=[CH:20][N:21]=4)[S:12][C:13]=3[CH2:14][CH2:15][O:16][C:7]=2[CH:6]=1)=O.[H-].C([Al+]CC(C)C)C(C)C.CO.C(C(C(C([O-])=O)O)O)([O-])=O.[Na+].[K+]. The catalyst class is: 1. (4) Reactant: [CH3:1][C:2]([CH3:22])([CH3:21])[CH2:3][N:4]1[C:12]2[C:7](=[N:8][C:9]([C@@H:13]3[CH2:15][C@H:14]3[CH2:16][CH2:17]O)=[CH:10][CH:11]=2)[N:6]([CH3:19])[C:5]1=[O:20].C(N(CC)CC)C.[CH3:30][S:31](Cl)(=[O:33])=[O:32]. Product: [CH3:1][C:2]([CH3:22])([CH3:21])[CH2:3][N:4]1[C:12]2[C:7](=[N:8][C:9]([C@@H:13]3[CH2:15][C@H:14]3[CH2:16][CH2:17][S:31]([CH3:30])(=[O:33])=[O:32])=[CH:10][CH:11]=2)[N:6]([CH3:19])[C:5]1=[O:20]. The catalyst class is: 2. (5) Reactant: [NH2:1][C@@H:2]([CH2:5][O:6][C@H:7]([C:9]1[CH:14]=[CH:13][C:12]([F:15])=[CH:11][CH:10]=1)[CH3:8])[CH2:3][OH:4].C([O-])([O-])=O.[K+].[K+].[N:22]#[C:23]Br.O. Product: [F:15][C:12]1[CH:11]=[CH:10][C:9]([C@@H:7]([O:6][CH2:5][C@H:2]2[CH2:3][O:4][C:23]([NH2:22])=[N:1]2)[CH3:8])=[CH:14][CH:13]=1. The catalyst class is: 1. (6) Reactant: [CH3:1][O:2][CH2:3][C:4]#[C:5][C:6]1[CH:11]=[CH:10][CH:9]=[CH:8][N:7]=1.[C:12]1([CH3:25])[CH:17]=[C:16]([CH3:18])[CH:15]=[C:14]([CH3:19])[C:13]=1[S:20]([O:23][NH2:24])(=[O:22])=[O:21].C(OCC)C. Product: [CH3:19][C:14]1[CH:15]=[C:16]([CH3:18])[CH:17]=[C:12]([CH3:25])[C:13]=1[S:20]([O-:23])(=[O:22])=[O:21].[NH2:24][N+:7]1[CH:8]=[CH:9][CH:10]=[CH:11][C:6]=1[C:5]#[C:4][CH2:3][O:2][CH3:1]. The catalyst class is: 4. (7) Reactant: [CH:1]1([C:7]2([C:20]([OH:22])=[O:21])[CH2:13][CH:12]3[N:14](C(OCC)=O)[CH:9]([CH2:10][CH2:11]3)[CH2:8]2)[CH2:6][CH2:5][CH2:4][CH2:3][CH2:2]1.[I:23][Si](C)(C)C. Product: [I-:23].[C:20]([C:7]1([CH:1]2[CH2:2][CH2:3][CH2:4][CH2:5][CH2:6]2)[CH2:8][CH:9]2[NH2+:14][CH:12]([CH2:11][CH2:10]2)[CH2:13]1)([OH:22])=[O:21]. The catalyst class is: 22.